This data is from Forward reaction prediction with 1.9M reactions from USPTO patents (1976-2016). The task is: Predict the product of the given reaction. (1) Given the reactants [C:1]([CH:4](OS(C1C=CC(C)=CC=1)(=O)=O)[C:5]1[CH:10]=[CH:9][CH:8]=[CH:7][CH:6]=1)(=[O:3])[NH2:2].[F:22][C:23]1[CH:28]=[CH:27][C:26]([CH2:29][CH2:30][C@H:31]2[C:40]3[C:35](=[CH:36][C:37]([O:43][CH3:44])=[C:38]([O:41][CH3:42])[CH:39]=3)[CH2:34][CH2:33][NH:32]2)=[CH:25][C:24]=1[C:45]([F:48])([F:47])[F:46], predict the reaction product. The product is: [F:22][C:23]1[CH:28]=[CH:27][C:26]([CH2:29][CH2:30][C@H:31]2[C:40]3[C:35](=[CH:36][C:37]([O:43][CH3:44])=[C:38]([O:41][CH3:42])[CH:39]=3)[CH2:34][CH2:33][N:32]2[C@H:4]([C:5]2[CH:6]=[CH:7][CH:8]=[CH:9][CH:10]=2)[C:1]([NH2:2])=[O:3])=[CH:25][C:24]=1[C:45]([F:48])([F:46])[F:47]. (2) Given the reactants [Cl:1][C:2]1[N:7]=[C:6]([N:8](C)[C:9]2[CH:27]=[CH:26][C:12]3[N:13]([CH3:25])[C:14]([NH:16][CH2:17][CH2:18][C:19]4[CH:24]=[CH:23][CH:22]=[CH:21][CH:20]=4)=[N:15][C:11]=3[CH:10]=2)[CH:5]=[CH:4][N:3]=1.[NH2:29][C:30]1[CH:31]=[C:32]([S:36]([NH2:39])(=[O:38])=[O:37])[CH:33]=[CH:34][CH:35]=1, predict the reaction product. The product is: [ClH:1].[CH3:25][N:13]1[C:12]2[CH:26]=[CH:27][C:9]([NH:8][C:6]3[CH:5]=[CH:4][N:3]=[C:2]([NH:29][C:30]4[CH:31]=[C:32]([S:36]([NH2:39])(=[O:37])=[O:38])[CH:33]=[CH:34][CH:35]=4)[N:7]=3)=[CH:10][C:11]=2[N:15]=[C:14]1[NH:16][CH2:17][CH2:18][C:19]1[CH:24]=[CH:23][CH:22]=[CH:21][CH:20]=1. (3) Given the reactants CC(S(/[N:7]=[CH:8]/[C:9]1[O:13][CH:12]=[N:11][CH:10]=1)=O)(C)C.[Cl:14][C:15]1[CH:16]=[C:17]([Mg]Br)[CH:18]=[CH:19][C:20]=1[Cl:21].[Cl-].[NH4+].Cl.O1CCOCC1, predict the reaction product. The product is: [ClH:14].[Cl:14][C:15]1[CH:16]=[C:17]([CH:8]([C:9]2[O:13][CH:12]=[N:11][CH:10]=2)[NH2:7])[CH:18]=[CH:19][C:20]=1[Cl:21]. (4) The product is: [C:1]([O:5][C:6](=[O:7])[NH:8][C@H:9]1[C:10](=[O:12])[O:16][C@H:13]1[CH2:14][CH3:15])([CH3:2])([CH3:3])[CH3:4].[C:1]([O:5][C:6](=[O:7])[NH:8][C@@H:9]1[C:10](=[O:12])[O:16][C@H:13]1[CH2:14][CH3:15])([CH3:2])([CH3:3])[CH3:4]. Given the reactants [C:1]([O:5][C:6]([NH:8][CH:9]([CH:13]([OH:16])[CH2:14][CH3:15])[C:10]([OH:12])=O)=[O:7])([CH3:4])([CH3:3])[CH3:2].CCN(CC)CC.F[P-](F)(F)(F)(F)F.N1(O[P+](N2CCCC2)(N2CCCC2)N2CCCC2)C2C=CC=CC=2N=N1, predict the reaction product. (5) Given the reactants [Cl:1][C:2]1[CH:7]=[CH:6][CH:5]=[CH:4][C:3]=1[C:8](=[O:12])[C:9](=[O:11])[CH3:10].[Br:13]Br.C(O)(=O)C.C(Cl)(Cl)Cl, predict the reaction product. The product is: [Br:13][CH2:10][C:9](=[O:11])[C:8]([C:3]1[CH:4]=[CH:5][CH:6]=[CH:7][C:2]=1[Cl:1])=[O:12]. (6) Given the reactants Cl[C:2]1[N:7]=[CH:6][C:5]([C:8]([NH:10][CH2:11][CH2:12][C:13]2[CH:18]=[CH:17][C:16]([Cl:19])=[CH:15][C:14]=2[Cl:20])=[O:9])=[CH:4][CH:3]=1.[N-:21]=[N+:22]=[N-:23].[Na+].C(OCC)(=O)C, predict the reaction product. The product is: [N:21]([C:2]1[N:7]=[CH:6][C:5]([C:8]([NH:10][CH2:11][CH2:12][C:13]2[CH:18]=[CH:17][C:16]([Cl:19])=[CH:15][C:14]=2[Cl:20])=[O:9])=[CH:4][CH:3]=1)=[N+:22]=[N-:23]. (7) Given the reactants [C:1]([NH:5][C:6]([CH:8]1[CH2:13][CH2:12][N:11]([CH2:14][C:15]2[CH:16]=[C:17]([NH:21][C:22]([C:24]3[CH:29]=[C:28]([CH3:30])[N:27]=[N:26][C:25]=3Cl)=[O:23])[CH:18]=[CH:19][CH:20]=2)[CH2:10][CH2:9]1)=[O:7])([CH3:4])([CH3:3])[CH3:2].CC(O)=O, predict the reaction product. The product is: [C:1]([NH:5][C:6]([CH:8]1[CH2:13][CH2:12][N:11]([CH2:14][C:15]2[CH:16]=[C:17]([NH:21][C:22]([C:24]3[CH:29]=[C:28]([CH3:30])[N:27]=[N:26][CH:25]=3)=[O:23])[CH:18]=[CH:19][CH:20]=2)[CH2:10][CH2:9]1)=[O:7])([CH3:4])([CH3:3])[CH3:2].